From a dataset of Reaction yield outcomes from USPTO patents with 853,638 reactions. Predict the reaction yield, written as a fraction of the theoretical maximum amount of product (1.0 means a 100% yield; for example, 0.34 means a 34% yield). (1) The reactants are [NH:1]1[CH:5]=[C:4]([NH:6][C:7]2[N:12]=[CH:11][C:10]([CH2:13][CH2:14][C:15]3[CH:16]=[C:17]([CH:22]=[C:23]([O:26][CH3:27])[C:24]=3[F:25])[C:18]([NH:20][CH3:21])=[O:19])=[CH:9][N:8]=2)[CH:3]=[N:2]1.C[Si]([N-][Si](C)(C)C)(C)C.[K+].[CH2:38]([S:40](Cl)(=[O:42])=[O:41])[CH3:39]. The catalyst is C1COCC1.CN(C=O)C. The product is [CH2:38]([S:40]([N:1]1[CH:5]=[C:4]([NH:6][C:7]2[N:8]=[CH:9][C:10]([CH2:13][CH2:14][C:15]3[CH:16]=[C:17]([CH:22]=[C:23]([O:26][CH3:27])[C:24]=3[F:25])[C:18]([NH:20][CH3:21])=[O:19])=[CH:11][N:12]=2)[CH:3]=[N:2]1)(=[O:42])=[O:41])[CH3:39]. The yield is 0.0780. (2) The reactants are Br[C:2]1[CH:23]=[CH:22][C:5]([C:6]([NH:8][S:9]([C:12]2[CH:17]=[CH:16][CH:15]=[CH:14][C:13]=2[S:18](=[O:21])(=[O:20])[NH2:19])(=[O:11])=[O:10])=[O:7])=[CH:4][C:3]=1[F:24].[CH:25]1([C:30]#[CH:31])[CH2:29][CH2:28][CH2:27][CH2:26]1.C(NC(C)C)(C)C. The catalyst is CN(C)C=O.[Cu]I.Cl[Pd](Cl)([P](C1C=CC=CC=1)(C1C=CC=CC=1)C1C=CC=CC=1)[P](C1C=CC=CC=1)(C1C=CC=CC=1)C1C=CC=CC=1. The product is [CH:25]1([C:30]#[C:31][C:2]2[CH:23]=[CH:22][C:5]([C:6]([NH:8][S:9]([C:12]3[CH:17]=[CH:16][CH:15]=[CH:14][C:13]=3[S:18](=[O:21])(=[O:20])[NH2:19])(=[O:11])=[O:10])=[O:7])=[CH:4][C:3]=2[F:24])[CH2:29][CH2:28][CH2:27][CH2:26]1. The yield is 0.520. (3) The reactants are [CH3:1][O:2][C:3](=[O:22])[C:4]1[CH:9]=[C:8](B2OC(C)(C)C(C)(C)O2)[CH:7]=[C:6]([N+:19]([O-:21])=[O:20])[CH:5]=1.Br[C:24]1[CH:29]=[CH:28][C:27]([CH3:30])=[CH:26][N:25]=1.[O-]P([O-])([O-])=O.[K+].[K+].[K+]. The catalyst is COC=COC.O.C1C=CC(P(C2C=CC=CC=2)C2C=CC=CC=2)=CC=1.C1C=CC(P(C2C=CC=CC=2)C2C=CC=CC=2)=CC=1.C1C=CC(P(C2C=CC=CC=2)C2C=CC=CC=2)=CC=1.C1C=CC(P(C2C=CC=CC=2)C2C=CC=CC=2)=CC=1.[Pd]. The product is [CH3:1][O:2][C:3](=[O:22])[C:4]1[CH:5]=[C:6]([N+:19]([O-:21])=[O:20])[CH:7]=[C:8]([C:24]2[CH:29]=[CH:28][C:27]([CH3:30])=[CH:26][N:25]=2)[CH:9]=1. The yield is 0.560. (4) The reactants are O[C@H:2]1[CH2:6][N:5]([C:7]([O:9][C:10]([CH3:13])([CH3:12])[CH3:11])=[O:8])[C@@H:4]([C:14]([O:16][CH3:17])=[O:15])[CH2:3]1.COCCN(S(F)(F)[F:28])CCOC. The catalyst is ClCCl.C(Cl)(Cl)Cl. The product is [F:28][C@@H:2]1[CH2:6][N:5]([C:7]([O:9][C:10]([CH3:13])([CH3:12])[CH3:11])=[O:8])[C@H:4]([C:14]([O:16][CH3:17])=[O:15])[CH2:3]1. The yield is 0.720. (5) The reactants are C(O[CH:4](OCC)[C:5](=[NH:8])OC)C.[CH3:12][C:13]1[CH:14]=[CH:15][C:16]([CH2:19][NH2:20])=[CH:17][CH:18]=1. The catalyst is CO. The product is [CH3:12][C:13]1[CH:14]=[C:15]2[C:4](=[CH:17][CH:18]=1)[CH:5]=[N:8][C:19]([NH2:20])=[CH:16]2. The yield is 0.630. (6) The reactants are P(Cl)(Cl)([Cl:3])=O.[Br:6][C:7]1[CH:8]=[N:9][CH:10]=[C:11]([O:13][CH2:14][CH3:15])[CH:12]=1. The catalyst is C(Cl)Cl.[Cl-].[Na+].O. The product is [Br:6][C:7]1[CH:12]=[C:11]([O:13][CH2:14][CH3:15])[C:10]([Cl:3])=[N:9][CH:8]=1. The yield is 0.856. (7) The product is [CH3:15][C:10]1([CH3:16])[C:11]([CH3:14])([CH3:13])[O:12][B:8]([C:2]2[CH2:6][CH2:5][C:4](=[O:7])[CH:3]=2)[O:9]1. The catalyst is O1CCOCC1.C1C=CC(P(C2C=CC=CC=2)[C-]2C=CC=C2)=CC=1.C1C=CC(P(C2C=CC=CC=2)[C-]2C=CC=C2)=CC=1.Cl[Pd]Cl.[Fe+2]. The reactants are Br[C:2]1[CH2:6][CH2:5][C:4](=[O:7])[CH:3]=1.[B:8]1([B:8]2[O:12][C:11]([CH3:14])([CH3:13])[C:10]([CH3:16])([CH3:15])[O:9]2)[O:12][C:11]([CH3:14])([CH3:13])[C:10]([CH3:16])([CH3:15])[O:9]1.CC([O-])=O.[K+]. The yield is 0.780. (8) The reactants are [S:1]1[CH:5]=[CH:4][N:3]=[C:2]1[C:6]#[N:7].Cl.[NH2:9][OH:10].CCN(C(C)C)C(C)C. The catalyst is CCO. The product is [S:1]1[CH:5]=[CH:4][N:3]=[C:2]1[C:6](=[N:9][OH:10])[NH2:7]. The yield is 0.930.